This data is from Reaction yield outcomes from USPTO patents with 853,638 reactions. The task is: Predict the reaction yield, written as a fraction of the theoretical maximum amount of product (1.0 means a 100% yield; for example, 0.34 means a 34% yield). (1) The reactants are C([O:8][C:9]1[CH:10]=[CH:11][C:12]([C@@H:20]([O:36][Si:37]([C:40]([CH3:43])([CH3:42])[CH3:41])([CH3:39])[CH3:38])[CH2:21][NH:22][C@@H:23]([CH3:35])[CH2:24][C:25]2[CH:26]=[C:27]([CH2:31][C:32]([OH:34])=[O:33])[CH:28]=[CH:29][CH:30]=2)=[C:13]2[C:18]=1[NH:17][C:16](=[O:19])[CH:15]=[CH:14]2)C1C=CC=CC=1. The catalyst is CCO.[Pd]. The product is [Si:37]([O:36][C@H:20]([C:12]1[CH:11]=[CH:10][C:9]([OH:8])=[C:18]2[C:13]=1[CH:14]=[CH:15][C:16](=[O:19])[NH:17]2)[CH2:21][NH:22][C@@H:23]([CH3:35])[CH2:24][C:25]1[CH:26]=[C:27]([CH2:31][C:32]([OH:34])=[O:33])[CH:28]=[CH:29][CH:30]=1)([C:40]([CH3:43])([CH3:41])[CH3:42])([CH3:39])[CH3:38]. The yield is 0.400. (2) The reactants are [C:1]([C:3]1[C:4]([C:20]([F:23])([F:22])[F:21])=[C:5]2[C:9](=[CH:10][CH:11]=1)[N:8]([CH2:12][C:13](=[NH:16])[NH:14][OH:15])[C:7]([CH2:17][CH2:18][CH3:19])=[CH:6]2)#[N:2].[Cl:24][C:25]1[CH:33]=[CH:32][C:31]([Cl:34])=[CH:30][C:26]=1[C:27](Cl)=O.C(N(CC)CC)C. The catalyst is C(#N)C. The product is [Cl:24][C:25]1[CH:33]=[CH:32][C:31]([Cl:34])=[CH:30][C:26]=1[C:27]1[O:15][N:14]=[C:13]([CH2:12][N:8]2[C:9]3[C:5](=[C:4]([C:20]([F:22])([F:23])[F:21])[C:3]([C:1]#[N:2])=[CH:11][CH:10]=3)[CH:6]=[C:7]2[CH2:17][CH2:18][CH3:19])[N:16]=1. The yield is 0.420. (3) The reactants are [Na].[Cl:2][C:3]1[CH:8]=[CH:7][CH:6]=[CH:5][C:4]=1[OH:9].[O:10]1[CH2:14][CH2:13][CH2:12][C:11]1=[O:15]. The catalyst is C(O)C. The product is [Cl:2][C:3]1[CH:8]=[CH:7][CH:6]=[CH:5][C:4]=1[O:9][CH2:14][CH2:13][CH2:12][C:11]([OH:15])=[O:10]. The yield is 0.804. (4) The reactants are [CH3:1][CH:2]1[CH2:7][CH2:6][CH2:5][CH:4]([CH3:8])[CH:3]1[CH2:9][OH:10].C(=O)([O-])[O-].[Cs+].[Cs+].[Cl:17][C:18]1[C:19](F)=[CH:20][C:21]([F:31])=[C:22]([CH:30]=1)[C:23]([O:25][C:26]([CH3:29])([CH3:28])[CH3:27])=[O:24].Cl. The catalyst is CS(C)=O. The product is [Cl:17][C:18]1[C:19]([O:10][CH2:9][CH:3]2[CH:4]([CH3:8])[CH2:5][CH2:6][CH2:7][CH:2]2[CH3:1])=[CH:20][C:21]([F:31])=[C:22]([CH:30]=1)[C:23]([O:25][C:26]([CH3:27])([CH3:28])[CH3:29])=[O:24]. The yield is 0.540. (5) The reactants are [CH3:1][CH:2]1[CH2:4][CH:3]1[C:5]([OH:7])=O.C(Cl)(=O)C(Cl)=O.Br.[NH2:15][C:16]1[C:24](O)=[CH:23][CH:22]=[CH:21][C:17]=1[C:18]([OH:20])=[O:19].C(N(CC)CC)C.O.C1(C)C=CC(S(O)(=O)=O)=CC=1. The catalyst is ClCCl.CN(C=O)C.O. The product is [CH3:1][CH:2]1[CH2:4][CH:3]1[C:5]1[O:7][C:24]2[C:16](=[C:17]([C:18]([OH:20])=[O:19])[CH:21]=[CH:22][CH:23]=2)[N:15]=1. The yield is 0.880. (6) The reactants are [CH3:1][O:2][C:3](=[O:27])/[C:4](/[C:11]1[CH:16]=[CH:15][C:14]([N:17]2[C:21]([CH3:22])=[N:20][N:19]=[N:18]2)=[C:13]([C:23]([F:26])([F:25])[F:24])[CH:12]=1)=[CH:5]/[CH:6]1[CH2:10][CH2:9][CH2:8][CH2:7]1.[BH4-].[Na+]. The catalyst is CO.O.O.O.O.O.O.[Ni](Cl)Cl. The product is [CH3:1][O:2][C:3](=[O:27])[CH:4]([C:11]1[CH:16]=[CH:15][C:14]([N:17]2[C:21]([CH3:22])=[N:20][N:19]=[N:18]2)=[C:13]([C:23]([F:25])([F:24])[F:26])[CH:12]=1)[CH2:5][CH:6]1[CH2:10][CH2:9][CH2:8][CH2:7]1. The yield is 0.990. (7) The product is [CH3:1][O:2][C:3](=[O:35])[C:4]1[CH:9]=[CH:8][C:7]([CH2:10][N:11]2[CH:15]=[C:14]([C:16]3[CH:21]=[CH:20][C:19]([Cl:22])=[CH:18][C:17]=3[Cl:23])[N:13]=[C:12]2/[CH:24]=[CH:25]/[C:26]2[CH:31]=[C:30]([C:40]3[CH:41]=[CH:42][C:37]([OH:36])=[CH:38][CH:39]=3)[CH:29]=[CH:28][C:27]=2[O:33][CH3:34])=[CH:6][CH:5]=1. No catalyst specified. The yield is 0.500. The reactants are [CH3:1][O:2][C:3](=[O:35])[C:4]1[CH:9]=[CH:8][C:7]([CH2:10][N:11]2[CH:15]=[C:14]([C:16]3[CH:21]=[CH:20][C:19]([Cl:22])=[CH:18][C:17]=3[Cl:23])[N:13]=[C:12]2/[CH:24]=[CH:25]/[C:26]2[CH:31]=[C:30](Br)[CH:29]=[CH:28][C:27]=2[O:33][CH3:34])=[CH:6][CH:5]=1.[OH:36][C:37]1[CH:42]=[CH:41][C:40](B(O)O)=[CH:39][CH:38]=1. (8) The reactants are [Br:1][C:2]1[CH:7]=[C:6]([F:8])[C:5]([N+:9]([O-:11])=[O:10])=[CH:4][C:3]=1[CH2:12][C:13]([OH:15])=[O:14].S(=O)(=O)(O)O.[CH3:21][CH2:22]O. No catalyst specified. The product is [Br:1][C:2]1[CH:7]=[C:6]([F:8])[C:5]([N+:9]([O-:11])=[O:10])=[CH:4][C:3]=1[CH2:12][C:13]([O:15][CH2:21][CH3:22])=[O:14]. The yield is 0.490. (9) The reactants are [F:1][C:2]1[C:3]([CH3:13])=[C:4]2[C:9](=[CH:10][CH:11]=1)[NH:8][C:7](=[O:12])[CH2:6][CH2:5]2.[H-].[Na+].Cl[CH2:17][CH2:18][CH2:19]I.[CH2:21]([CH:25]1[CH2:30][CH2:29][NH:28][CH2:27][CH2:26]1)[CH2:22][CH2:23][CH3:24].[Na+].[I-].C([O-])([O-])=O.[K+].[K+]. The catalyst is CN(C=O)C. The product is [CH2:21]([CH:25]1[CH2:30][CH2:29][N:28]([CH2:17][CH2:18][CH2:19][N:8]2[C:9]3[C:4](=[C:3]([CH3:13])[C:2]([F:1])=[CH:11][CH:10]=3)[CH2:5][CH2:6][C:7]2=[O:12])[CH2:27][CH2:26]1)[CH2:22][CH2:23][CH3:24]. The yield is 0.330. (10) The reactants are [F:1][C:2]1[CH:8]=[CH:7][C:5]([NH2:6])=[CH:4][C:3]=1[N+:9]([O-:11])=[O:10].[F:12][C:13]1[CH:21]=[C:20]([F:22])[CH:19]=[CH:18][C:14]=1[C:15](Cl)=[O:16]. The catalyst is O1CCOCC1. The product is [F:12][C:13]1[CH:21]=[C:20]([F:22])[CH:19]=[CH:18][C:14]=1[C:15]([NH:6][C:5]1[CH:7]=[CH:8][C:2]([F:1])=[C:3]([N+:9]([O-:11])=[O:10])[CH:4]=1)=[O:16]. The yield is 0.840.